Predict which catalyst facilitates the given reaction. From a dataset of Catalyst prediction with 721,799 reactions and 888 catalyst types from USPTO. (1) Reactant: [CH2:1]([O:3][C:4](=[O:28])[CH2:5][C:6]1[CH:7]=[C:8]([C:14]2[CH:19]=[CH:18][C:17]([C:20]([F:23])([F:22])[F:21])=[CH:16][C:15]=2[CH2:24][NH:25][CH2:26][CH3:27])[C:9]([O:12][CH3:13])=[CH:10][CH:11]=1)[CH3:2].[CH:29]1[CH:34]=[CH:33][C:32]([O:35][C:36](OC2C=CC=CC=2)=[N:37][C:38]#[N:39])=[CH:31][CH:30]=1. Product: [CH2:1]([O:3][C:4](=[O:28])[CH2:5][C:6]1[CH:7]=[C:8]([C:14]2[CH:19]=[CH:18][C:17]([C:20]([F:23])([F:21])[F:22])=[CH:16][C:15]=2[CH2:24][N:25]([CH2:26][CH3:27])[C:36](=[N:37][C:38]#[N:39])[O:35][C:32]2[CH:33]=[CH:34][CH:29]=[CH:30][CH:31]=2)[C:9]([O:12][CH3:13])=[CH:10][CH:11]=1)[CH3:2]. The catalyst class is: 23. (2) Reactant: [OH:1][C:2]1[CH:3]=[C:4]([CH:31]=[CH:32][CH:33]=1)[O:5][CH:6]1[CH2:9][N:8]([C:10]([CH3:30])([CH3:29])[CH2:11][CH2:12][C:13]([C:23]2[CH:28]=[CH:27][CH:26]=[CH:25][CH:24]=2)([C:17]2[CH:22]=[CH:21][CH:20]=[CH:19][CH:18]=2)[C:14]([NH2:16])=[O:15])[CH2:7]1.[ClH:34]. Product: [ClH:34].[OH:1][C:2]1[CH:3]=[C:4]([CH:31]=[CH:32][CH:33]=1)[O:5][CH:6]1[CH2:7][N:8]([C:10]([CH3:29])([CH3:30])[CH2:11][CH2:12][C:13]([C:23]2[CH:24]=[CH:25][CH:26]=[CH:27][CH:28]=2)([C:17]2[CH:22]=[CH:21][CH:20]=[CH:19][CH:18]=2)[C:14]([NH2:16])=[O:15])[CH2:9]1. The catalyst class is: 5. (3) Reactant: [OH:1]OS([O-])=O.[K+].[C:7]([C:9]1[CH:10]=[N:11][NH:12][C:13]=1[C:14]1[CH:19]=[CH:18][N:17]=[C:16]([S:20][CH3:21])[N:15]=1)#[N:8]. Product: [C:7]([C:9]1[CH:10]=[N:11][NH:12][C:13]=1[C:14]1[CH:19]=[CH:18][N:17]=[C:16]([S:20]([CH3:21])=[O:1])[N:15]=1)#[N:8]. The catalyst class is: 72. (4) Reactant: FC(F)(F)S(O[C:7]1[CH:12]=[CH:11][C:10]([C:13]2[C:22]([CH3:23])=[N:21][C:20]3[C:15](=[CH:16][CH:17]=[CH:18][C:19]=3[C:24]([F:27])([F:26])[F:25])[N:14]=2)=[CH:9][CH:8]=1)(=O)=O.[CH3:30][S:31]([C:34]1[CH:35]=[C:36](B(O)O)[CH:37]=[CH:38][CH:39]=1)(=[O:33])=[O:32].[O-]P([O-])([O-])=O.[K+].[K+].[K+].O. Product: [CH3:23][C:22]1[C:13]([C:10]2[CH:9]=[CH:8][C:7]([C:38]3[CH:37]=[CH:36][CH:35]=[C:34]([S:31]([CH3:30])(=[O:33])=[O:32])[CH:39]=3)=[CH:12][CH:11]=2)=[N:14][C:15]2[C:20]([N:21]=1)=[C:19]([C:24]([F:27])([F:25])[F:26])[CH:18]=[CH:17][CH:16]=2. The catalyst class is: 77. (5) Reactant: Cl[CH2:2][CH2:3][NH:4][C:5]([NH:7][CH:8]1[CH2:10][CH2:9]1)=[O:6].[H-].[Na+]. Product: [CH:8]1([N:7]2[CH2:2][CH2:3][NH:4][C:5]2=[O:6])[CH2:10][CH2:9]1. The catalyst class is: 1. (6) Product: [N:1]1([C:6]2[CH:31]=[CH:30][C:9]([CH2:10][C:11]3[C:12]([CH3:29])=[CH:13][C:14]([CH:32]=[CH2:33])=[C:15]([CH:20]=3)[C:16]([O:18][CH3:19])=[O:17])=[CH:8][CH:7]=2)[CH:5]=[CH:4][CH:3]=[N:2]1. Reactant: [N:1]1([C:6]2[CH:31]=[CH:30][C:9]([CH2:10][C:11]3[C:12]([CH3:29])=[CH:13][C:14](OS(C(F)(F)F)(=O)=O)=[C:15]([CH:20]=3)[C:16]([O:18][CH3:19])=[O:17])=[CH:8][CH:7]=2)[CH:5]=[CH:4][CH:3]=[N:2]1.[CH2:32](C([Sn])=C(CCCC)CCCC)[CH2:33]CC.[Cl-].[Li+].[F-].[K+]. The catalyst class is: 233.